Dataset: Reaction yield outcomes from USPTO patents with 853,638 reactions. Task: Predict the reaction yield, written as a fraction of the theoretical maximum amount of product (1.0 means a 100% yield; for example, 0.34 means a 34% yield). (1) The reactants are [NH2:1][C:2]1[CH:3]=[CH:4][C:5]([C:8]([OH:10])=[O:9])=[N:6][CH:7]=1.S(=O)(=O)(O)O.C([O-])([O-])=O.[Na+].[Na+].[CH2:22](O)[CH3:23]. No catalyst specified. The product is [CH2:22]([O:9][C:8]([C:5]1[CH:4]=[CH:3][C:2]([NH2:1])=[CH:7][N:6]=1)=[O:10])[CH3:23]. The yield is 0.890. (2) The reactants are [CH2:1]([NH:3][C:4](=[O:43])[NH:5][C:6]1[N:11]=[CH:10][C:9]([C:12]2[CH:13]=[C:14]3[C:19](=[CH:20][CH:21]=2)[N:18]([C@@H:22]([CH:25]([CH3:27])[CH3:26])[CH2:23][OH:24])[CH:17]=[C:16]([C:28]([O:30]CC)=[O:29])[C:15]3=[O:33])=[C:8]([C:34]2[S:35][CH:36]=[C:37]([C:39]([F:42])([F:41])[F:40])[N:38]=2)[CH:7]=1)[CH3:2].[OH-].[Li+].Cl. The catalyst is O1CCCC1.CO.O. The product is [CH2:1]([NH:3][C:4](=[O:43])[NH:5][C:6]1[N:11]=[CH:10][C:9]([C:12]2[CH:13]=[C:14]3[C:19](=[CH:20][CH:21]=2)[N:18]([C@@H:22]([CH:25]([CH3:27])[CH3:26])[CH2:23][OH:24])[CH:17]=[C:16]([C:28]([OH:30])=[O:29])[C:15]3=[O:33])=[C:8]([C:34]2[S:35][CH:36]=[C:37]([C:39]([F:40])([F:42])[F:41])[N:38]=2)[CH:7]=1)[CH3:2]. The yield is 0.720. (3) The reactants are [Cl:1][C:2]1[CH:7]=[CH:6][C:5]([C@@H:8]2[CH2:12][NH:11][CH2:10][C@H:9]2[C:13]([O:15][CH3:16])=[O:14])=[CH:4][CH:3]=1.CCN(C(C)C)C(C)C.Br[C:27]1[S:28][CH:29]=[CH:30][N:31]=1. The catalyst is O1CCOCC1. The product is [Cl:1][C:2]1[CH:7]=[CH:6][C:5]([C@@H:8]2[CH2:12][N:11]([C:27]3[S:28][CH:29]=[CH:30][N:31]=3)[CH2:10][C@H:9]2[C:13]([O:15][CH3:16])=[O:14])=[CH:4][CH:3]=1. The yield is 0.250. (4) The reactants are [N:1]1([C:7]([O:9][C:10]([CH3:13])([CH3:12])[CH3:11])=[O:8])[CH2:6][CH2:5][CH:4]=[CH:3][CH2:2]1.C1C=C(Cl)C=C(C(OO)=[O:22])C=1. The catalyst is C(Cl)Cl. The product is [CH:3]12[O:22][CH:4]1[CH2:5][CH2:6][N:1]([C:7]([O:9][C:10]([CH3:13])([CH3:12])[CH3:11])=[O:8])[CH2:2]2. The yield is 0.940. (5) The reactants are [CH2:1]([O:8][C:9]1[CH:14]=[CH:13][N:12]=[C:11](Cl)[N:10]=1)[C:2]1[CH:7]=[CH:6][CH:5]=[CH:4][CH:3]=1.CC1(C)C(C)(C)OB([C:24]2[CH:29]=[CH:28][C:27]([CH2:30][C:31]#[N:32])=[CH:26][CH:25]=2)O1.C([O-])([O-])=O.[Na+].[Na+].O1CCOCC1. The catalyst is O. The product is [CH2:1]([O:8][C:9]1[CH:14]=[CH:13][N:12]=[C:11]([C:24]2[CH:29]=[CH:28][C:27]([CH2:30][C:31]#[N:32])=[CH:26][CH:25]=2)[N:10]=1)[C:2]1[CH:7]=[CH:6][CH:5]=[CH:4][CH:3]=1. The yield is 0.310. (6) The reactants are [NH2:1][C:2]1[S:3][C:4]2[CH:10]=[C:9]([C:11]#[N:12])[CH:8]=[C:7](Br)[C:5]=2[N:6]=1.[N+:14]([C:17]1[CH:18]=[C:19](B(O)O)[CH:20]=[CH:21][CH:22]=1)([O-:16])=[O:15].C1(P(C2C=CC=CC=2)C2C=CC=CC=2)C=CC=CC=1.C([O-])([O-])=O.[Na+].[Na+]. The catalyst is O1CCOCC1.C(O)C.O.CC([O-])=O.CC([O-])=O.[Pd+2].ClCCl. The product is [NH2:1][C:2]1[S:3][C:4]2[CH:10]=[C:9]([C:11]#[N:12])[CH:8]=[C:7]([C:21]3[CH:20]=[CH:19][CH:18]=[C:17]([N+:14]([O-:16])=[O:15])[CH:22]=3)[C:5]=2[N:6]=1. The yield is 0.450. (7) The reactants are [CH3:1][C:2]1[C:14]([CH:15]([CH2:20][CH2:21][CH3:22])[C:16]([O:18]C)=[O:17])=[C:13]([C:23]2[CH:28]=[CH:27][C:26]([CH3:29])=[CH:25][CH:24]=2)[N:5]2[N:6]=[C:7]3[C:12]([CH:11]=[CH:10][CH:9]=[CH:8]3)=[C:4]2[N:3]=1.[OH-].[Na+]. The catalyst is CO.C(O)C. The product is [CH3:1][C:2]1[C:14]([CH:15]([CH2:20][CH2:21][CH3:22])[C:16]([OH:18])=[O:17])=[C:13]([C:23]2[CH:28]=[CH:27][C:26]([CH3:29])=[CH:25][CH:24]=2)[N:5]2[N:6]=[C:7]3[C:12]([CH:11]=[CH:10][CH:9]=[CH:8]3)=[C:4]2[N:3]=1. The yield is 0.300. (8) The reactants are [N+]([C:4]1[NH:5][CH:6]=[C:7]([N+:9]([O-:11])=[O:10])[N:8]=1)([O-])=O.[O:12]1[C:14]2([CH2:19][CH2:18][N:17]([C:20]([O:22][C:23]([CH3:26])([CH3:25])[CH3:24])=[O:21])[CH2:16][CH2:15]2)[CH2:13]1.C([O-])(=O)C.[Na+]. The catalyst is C(O)C. The product is [C:23]([O:22][C:20]([N:17]1[CH2:18][CH2:19][C:14]2([O:12][C:4]3=[N:8][C:7]([N+:9]([O-:11])=[O:10])=[CH:6][N:5]3[CH2:13]2)[CH2:15][CH2:16]1)=[O:21])([CH3:26])([CH3:24])[CH3:25]. The yield is 0.290. (9) The reactants are [C:1]1([C:7]2[C:16]3[CH:15]=[CH:14][CH:13]=[CH:12][C:11]=3[N:10]=[C:9]3[C:17]4[CH:18]=[CH:19][CH2:20][CH2:21][C:22]=4[C:23]([C:25]4[CH:30]=[CH:29][CH:28]=[CH:27][CH:26]=4)(O)[C:8]=23)[CH:6]=[CH:5][CH:4]=[CH:3][CH:2]=1.[CH:31]1[CH:36]=[CH:35][CH:34]=[CH:33][CH:32]=1.FC(F)(F)S(O)(=O)=O. The catalyst is ClCCl. The product is [C:1]1([C:7]2[C:16]3[CH:15]=[CH:14][CH:13]=[CH:12][C:11]=3[N:10]=[C:9]3[C:17]4[CH:18]=[CH:19][CH2:20][CH2:21][C:22]=4[C:23]([C:31]4[CH:36]=[CH:35][CH:34]=[CH:33][CH:32]=4)([C:25]4[CH:30]=[CH:29][CH:28]=[CH:27][CH:26]=4)[C:8]=23)[CH:6]=[CH:5][CH:4]=[CH:3][CH:2]=1. The yield is 0.917.